From a dataset of Forward reaction prediction with 1.9M reactions from USPTO patents (1976-2016). Predict the product of the given reaction. Given the reactants C[O:2][C:3]1[N:12]=[CH:11][C:10]2[C:5](=[C:6]3[CH:20]=[CH:19][CH:18]=[CH:17][C:7]3=[C:8]3[CH:16]=[CH:15][CH:14]=[CH:13][C:9]3=2)[N:4]=1.Cl.N1C=CC=CC=1, predict the reaction product. The product is: [OH:2][C:3]1[N:12]=[CH:11][C:10]2[C:5](=[C:6]3[CH:20]=[CH:19][CH:18]=[CH:17][C:7]3=[C:8]3[CH:16]=[CH:15][CH:14]=[CH:13][C:9]3=2)[N:4]=1.